Dataset: Forward reaction prediction with 1.9M reactions from USPTO patents (1976-2016). Task: Predict the product of the given reaction. Given the reactants [CH3:1][O:2][C:3](=[O:14])[CH2:4][CH2:5][CH2:6][C:7]1[CH:12]=[CH:11][C:10]([OH:13])=[CH:9][CH:8]=1.[Br:15][CH2:16][CH2:17]Br.C(=O)([O-])[O-].[K+].[K+].O, predict the reaction product. The product is: [CH3:1][O:2][C:3](=[O:14])[CH2:4][CH2:5][CH2:6][C:7]1[CH:8]=[CH:9][C:10]([O:13][CH2:17][CH2:16][Br:15])=[CH:11][CH:12]=1.